This data is from Full USPTO retrosynthesis dataset with 1.9M reactions from patents (1976-2016). The task is: Predict the reactants needed to synthesize the given product. (1) Given the product [CH3:31][C:32]1[CH:37]=[CH:36][CH:35]=[CH:34][C:33]=1[CH2:38][O:1][C:2]1[CH:3]=[C:4]([C:8]2[C:17]3[C:12](=[C:13]([C:18]([F:21])([F:19])[F:20])[CH:14]=[CH:15][CH:16]=3)[N:11]=[CH:10][C:9]=2[C:22]([C:24]2[CH:25]=[CH:26][CH:27]=[CH:28][CH:29]=2)=[O:23])[CH:5]=[CH:6][CH:7]=1, predict the reactants needed to synthesize it. The reactants are: [OH:1][C:2]1[CH:3]=[C:4]([C:8]2[C:17]3[C:12](=[C:13]([C:18]([F:21])([F:20])[F:19])[CH:14]=[CH:15][CH:16]=3)[N:11]=[CH:10][C:9]=2[C:22]([C:24]2[CH:29]=[CH:28][CH:27]=[CH:26][CH:25]=2)=[O:23])[CH:5]=[CH:6][CH:7]=1.Br[CH2:31][C:32]1[CH:37]=[CH:36][CH:35]=[CH:34][C:33]=1[CH3:38]. (2) Given the product [Cl:34][C:7]1[C:6]2[C:11](=[C:2]([Cl:1])[CH:3]=[CH:4][CH:5]=2)[N:10]=[C:9]([C:12]([F:21])([F:20])[C:13]2[CH:18]=[CH:17][C:16]([F:19])=[CH:15][N:14]=2)[N:8]=1, predict the reactants needed to synthesize it. The reactants are: [Cl:1][C:2]1[CH:3]=[CH:4][CH:5]=[C:6]2[C:11]=1[N:10]=[C:9]([C:12]([F:21])([F:20])[C:13]1[CH:18]=[CH:17][C:16]([F:19])=[CH:15][N:14]=1)[NH:8][C:7]2=O.CCN(C(C)C)C(C)C.P(Cl)(Cl)([Cl:34])=O. (3) Given the product [Br:19][C:20]1[C:21]([F:39])=[C:22]2[CH:28]=[CH:27][NH:26][C:23]2=[N:24][CH:25]=1, predict the reactants needed to synthesize it. The reactants are: [F-].C([N+](CCCC)(CCCC)CCCC)CCC.[Br:19][C:20]1[C:21]([F:39])=[C:22]2[CH:28]=[CH:27][N:26]([Si](C(C)C)(C(C)C)C(C)C)[C:23]2=[N:24][CH:25]=1. (4) Given the product [Cl:1][C:2]1[C:3]([OH:12])=[C:4]([CH:8]=[C:9]([Cl:11])[CH:10]=1)[C:5]([N:32]([CH2:33][C:34]1[CH:35]=[CH:36][C:37]([F:40])=[CH:38][CH:39]=1)[CH2:31][C:27]1[CH:28]=[CH:29][CH:30]=[C:25]([CH2:41][NH:42][CH2:43][C:44]2[CH:49]=[CH:48][C:47]([F:50])=[CH:46][CH:45]=2)[CH:26]=1)=[O:7], predict the reactants needed to synthesize it. The reactants are: [Cl:1][C:2]1[C:3]([OH:12])=[C:4]([CH:8]=[C:9]([Cl:11])[CH:10]=1)[C:5]([OH:7])=O.CCN=C=NCCCN(C)C.Cl.[C:25]1([CH2:41][NH:42][CH2:43][C:44]2[CH:49]=[CH:48][C:47]([F:50])=[CH:46][CH:45]=2)[CH:30]=[CH:29][CH:28]=[C:27]([CH2:31][NH:32][CH2:33][C:34]2[CH:39]=[CH:38][C:37]([F:40])=[CH:36][CH:35]=2)[CH:26]=1.O. (5) Given the product [Br-:13].[N:51]1([C:14]([C:17]2[CH:22]=[CH:21][C:20]([C:23](=[O:50])[CH2:24][N+:25]34[CH2:32][CH2:31][CH:28]([CH2:29][CH2:30]3)[C@@H:27]([O:33][C:34](=[O:49])[C@@H:35]([C:43]3[CH:44]=[CH:45][CH:46]=[CH:47][CH:48]=3)[NH:36][C:37]3[CH:42]=[CH:41][CH:40]=[CH:39][CH:38]=3)[CH2:26]4)=[CH:19][CH:18]=2)=[O:16])[CH2:56][CH2:55][O:54][CH2:53][CH2:52]1, predict the reactants needed to synthesize it. The reactants are: C(N1C=CN=C1)(N1C=CN=C1)=O.[Br-:13].[C:14]([C:17]1[CH:22]=[CH:21][C:20]([C:23](=[O:50])[CH2:24][N+:25]23[CH2:32][CH2:31][CH:28]([CH2:29][CH2:30]2)[C@@H:27]([O:33][C:34](=[O:49])[C@@H:35]([C:43]2[CH:48]=[CH:47][CH:46]=[CH:45][CH:44]=2)[NH:36][C:37]2[CH:42]=[CH:41][CH:40]=[CH:39][CH:38]=2)[CH2:26]3)=[CH:19][CH:18]=1)([OH:16])=O.[NH:51]1[CH2:56][CH2:55][O:54][CH2:53][CH2:52]1. (6) Given the product [CH3:30][N:10]1[CH2:11][CH2:12][C:7]([CH2:13][O:14][CH:15]([C:17]2[CH:18]=[C:19]([C:26]([F:28])([F:27])[F:29])[CH:20]=[C:21]3[C:25]=2[NH:24][N:23]=[CH:22]3)[CH3:16])([C:1]2[CH:6]=[CH:5][CH:4]=[CH:3][CH:2]=2)[CH2:8][CH2:9]1, predict the reactants needed to synthesize it. The reactants are: [C:1]1([C:7]2([CH2:13][O:14][CH:15]([C:17]3[CH:18]=[C:19]([C:26]([F:29])([F:28])[F:27])[CH:20]=[C:21]4[C:25]=3[NH:24][N:23]=[CH:22]4)[CH3:16])[CH2:12][CH2:11][NH:10][CH2:9][CH2:8]2)[CH:6]=[CH:5][CH:4]=[CH:3][CH:2]=1.[C:30]([BH3-])#N.[Na+].C=O.C(O)(=O)C. (7) The reactants are: [O:1]=[C:2]1[CH2:5][CH2:4][N:3]1[C:6]1[N:13]=[CH:12][CH:11]=[CH:10][C:7]=1[C:8]#[N:9].C(O)(=O)C.[Br:18]Br. Given the product [BrH:18].[Br:18][C:11]1[CH:12]=[N:13][C:6]2[NH:3][CH2:4][CH2:5][C:2](=[O:1])[NH:9][CH2:8][C:7]=2[CH:10]=1, predict the reactants needed to synthesize it. (8) Given the product [Cl:48][C:49]1[CH:54]=[C:53]([CH3:55])[CH:52]=[CH:51][C:50]=1[N:56]1[CH2:57][CH2:58][N:59]([C:12]2[C:11]3[C:6](=[CH:7][C:8]([O:31][CH3:32])=[C:9]([O:29][CH3:30])[CH:10]=3)[N:5]=[C:4]([CH:1]3[CH2:3][CH2:2]3)[N:13]=2)[CH2:60][CH2:61]1, predict the reactants needed to synthesize it. The reactants are: [CH:1]1([C:4]2[N:13]=[C:12](N3CCN(C4C=CC(F)=CC=4OC)CC3)[C:11]3[C:6](=[CH:7][C:8]([O:31][CH3:32])=[C:9]([O:29][CH3:30])[CH:10]=3)[N:5]=2)[CH2:3][CH2:2]1.FC1C=CC(N2CCNCC2)=C(OC)C=1.[Cl:48][C:49]1[CH:54]=[C:53]([CH3:55])[CH:52]=[CH:51][C:50]=1[N:56]1[CH2:61][CH2:60][NH:59][CH2:58][CH2:57]1. (9) Given the product [Br:4][C:5]1[C:6]2[S:17][C:16]([C:15]([O:19][CH2:20][CH3:21])=[O:18])=[CH:8][C:7]=2[C:10]([Cl:13])=[CH:11][CH:12]=1, predict the reactants needed to synthesize it. The reactants are: C(#N)C.[Br:4][C:5]1[C:6](F)=[C:7]([C:10]([Cl:13])=[CH:11][CH:12]=1)[CH:8]=O.[C:15]([O:19][CH2:20][CH3:21])(=[O:18])[CH2:16][SH:17].C(N(CC)CC)C. (10) Given the product [F:46][C:33]1[CH:32]=[C:31]([C:29]([N:26]2[CH2:25][CH2:24][N:23]([CH2:22][C:21]3[CH:20]=[CH:19][C:18]([C:9]([OH:8])([C:14]([F:16])([F:15])[F:17])[C:10]([F:13])([F:11])[F:12])=[CH:48][CH:47]=3)[CH2:28][CH2:27]2)=[O:30])[CH:36]=[CH:35][C:34]=1[NH:37][C:38]([NH:40][C@@H:41]([CH2:44][CH3:45])[CH2:42][OH:43])=[O:39], predict the reactants needed to synthesize it. The reactants are: [Si]([O:8][C:9]([C:18]1[CH:48]=[CH:47][C:21]([CH2:22][N:23]2[CH2:28][CH2:27][N:26]([C:29]([C:31]3[CH:36]=[CH:35][C:34]([NH:37][C:38]([NH:40][C@@H:41]([CH2:44][CH3:45])[CH2:42][OH:43])=[O:39])=[C:33]([F:46])[CH:32]=3)=[O:30])[CH2:25][CH2:24]2)=[CH:20][CH:19]=1)([C:14]([F:17])([F:16])[F:15])[C:10]([F:13])([F:12])[F:11])(C(C)(C)C)(C)C.[F-].[K+].